From a dataset of Forward reaction prediction with 1.9M reactions from USPTO patents (1976-2016). Predict the product of the given reaction. (1) Given the reactants [CH3:1][C:2]1[CH:3]=[C:4]([CH:19]=[CH:20][C:21]=1[S:22][CH3:23])[O:5][C:6]1[CH:14]=[CH:13][C:12]([S:15](=[O:18])(=[O:17])[NH2:16])=[CH:11][C:7]=1[C:8]([OH:10])=[O:9].[CH3:24]O, predict the reaction product. The product is: [CH3:1][C:2]1[CH:3]=[C:4]([CH:19]=[CH:20][C:21]=1[S:22][CH3:23])[O:5][C:6]1[CH:14]=[CH:13][C:12]([S:15](=[O:17])(=[O:18])[NH2:16])=[CH:11][C:7]=1[C:8]([O:10][CH3:24])=[O:9]. (2) Given the reactants [CH3:1][O:2][CH:3]([O:6][CH3:7])[CH:4]=O.[CH2:8]([NH2:18])[CH2:9][CH2:10][CH2:11][CH2:12][CH2:13][CH2:14][CH2:15][CH2:16][CH3:17], predict the reaction product. The product is: [CH3:1][O:2][CH:3]([O:6][CH3:7])[CH2:4][NH:18][CH2:8][CH2:9][CH2:10][CH2:11][CH2:12][CH2:13][CH2:14][CH2:15][CH2:16][CH3:17]. (3) Given the reactants C(N(CC)C(C)C)(C)C.[Br:10][C:11]1[CH:16]=[CH:15][C:14]([C:17]2[N:22]=[C:21]3[N:23]=[C:24]([S:26]([CH3:29])(=[O:28])=[O:27])[NH:25][C:20]3=[CH:19][C:18]=2[Cl:30])=[CH:13][CH:12]=1.[CH3:31][Si:32]([CH2:35][CH2:36][O:37][CH2:38]Cl)([CH3:34])[CH3:33].CCOC(C)=O.CCCCCC, predict the reaction product. The product is: [Br:10][C:11]1[CH:16]=[CH:15][C:14]([C:17]2[N:22]=[C:21]3[N:23]=[C:24]([S:26]([CH3:29])(=[O:28])=[O:27])[N:25]([CH2:38][O:37][CH2:36][CH2:35][Si:32]([CH3:34])([CH3:33])[CH3:31])[C:20]3=[CH:19][C:18]=2[Cl:30])=[CH:13][CH:12]=1. (4) Given the reactants Cl[C:2]1[N:7]=[C:6]([NH:8][CH2:9][C:10]([F:13])([F:12])[F:11])[C:5]([N+:14]([O-:16])=[O:15])=[CH:4][CH:3]=1.[H-].[Na+].[CH:19]([OH:22])([CH3:21])[CH3:20], predict the reaction product. The product is: [CH:19]([O:22][C:2]1[N:7]=[C:6]([NH:8][CH2:9][C:10]([F:13])([F:12])[F:11])[C:5]([N+:14]([O-:16])=[O:15])=[CH:4][CH:3]=1)([CH3:21])[CH3:20]. (5) Given the reactants [NH2:1][C@H:2]1[CH2:7][C@@H:6]([CH3:8])[CH2:5][N:4]([C:9]2[CH:14]=[CH:13][N:12]=[CH:11][C:10]=2[NH:15][C:16]([C:18]2[C:27]([NH:28]C(=O)OCC3C=CC=CC=3)=[CH:26][C:25]3[C:20](=[CH:21][C:22]([N:39]4[CH2:44][CH2:43][O:42][CH2:41][CH2:40]4)=[CH:23][CH:24]=3)[N:19]=2)=[O:17])[CH2:3]1, predict the reaction product. The product is: [NH2:28][C:27]1[C:18]([C:16]([NH:15][C:10]2[CH:11]=[N:12][CH:13]=[CH:14][C:9]=2[N:4]2[CH2:5][C@H:6]([CH3:8])[CH2:7][C@H:2]([NH2:1])[CH2:3]2)=[O:17])=[N:19][C:20]2[C:25]([CH:26]=1)=[CH:24][CH:23]=[C:22]([N:39]1[CH2:40][CH2:41][O:42][CH2:43][CH2:44]1)[CH:21]=2. (6) Given the reactants C1(C)C=CC=CC=1.[P:8]([O-:15])([O:12][CH2:13][CH3:14])[O:9][CH2:10][CH3:11].[CH2:16]=[O:17].[C:18]1([CH3:28])[CH:23]=[CH:22][C:21]([S:24](Cl)(=[O:26])=[O:25])=[CH:20][CH:19]=1, predict the reaction product. The product is: [C:18]1([CH3:28])[CH:23]=[CH:22][C:21]([S:24]([O:17][CH2:16][P:8](=[O:15])([O:12][CH2:13][CH3:14])[O:9][CH2:10][CH3:11])(=[O:26])=[O:25])=[CH:20][CH:19]=1. (7) Given the reactants FC(F)(F)C(OC(=O)C(F)(F)F)=[O:4].OO.[F:16][C:17]1[C:22]([O:23][CH3:24])=[C:21]([F:25])[CH:20]=[CH:19][C:18]=1[NH2:26].[Cl-].[Na+].[OH2:29], predict the reaction product. The product is: [F:25][C:21]1[CH:20]=[CH:19][C:18]([N+:26]([O-:4])=[O:29])=[C:17]([F:16])[C:22]=1[O:23][CH3:24].